From a dataset of Reaction yield outcomes from USPTO patents with 853,638 reactions. Predict the reaction yield, written as a fraction of the theoretical maximum amount of product (1.0 means a 100% yield; for example, 0.34 means a 34% yield). (1) The reactants are O[CH2:2][C:3]1[CH:12]=[N:11][C:10]2[N:9]3[CH2:13][CH2:14][S:15][CH2:16][C@H:8]3[C:7](=[O:17])[NH:6][C:5]=2[CH:4]=1.[I-].C(C[P+](C)(C)C)#N.Cl.[Cl:27][C:28]1[CH:29]=[C:30]([CH:35]=[CH:36][C:37]=1[N:38]1[CH2:43][CH2:42][NH:41][CH2:40][CH2:39]1)[C:31]([NH:33][CH3:34])=[O:32].CCN(C(C)C)C(C)C. The catalyst is C(#N)CC.CS(C)=O. The product is [Cl:27][C:28]1[CH:29]=[C:30]([CH:35]=[CH:36][C:37]=1[N:38]1[CH2:39][CH2:40][N:41]([CH2:2][C:3]2[CH:12]=[N:11][C:10]3[N:9]4[CH2:13][CH2:14][S:15][CH2:16][C@H:8]4[C:7](=[O:17])[NH:6][C:5]=3[CH:4]=2)[CH2:42][CH2:43]1)[C:31]([NH:33][CH3:34])=[O:32]. The yield is 0.110. (2) The reactants are [CH3:1][N:2]1[CH2:6][C:5]23[CH:11]([CH2:12][CH2:13][CH:4]2[CH2:3]1)[C:10]1[CH:14]=[CH:15][C:16]([OH:18])=[CH:17][C:9]=1[CH2:8][CH2:7]3.C(N(CC)CC)C.[F:26][C:27]([F:40])([F:39])[S:28](O[S:28]([C:27]([F:40])([F:39])[F:26])(=[O:30])=[O:29])(=[O:30])=[O:29]. The catalyst is C(Cl)Cl. The product is [CH3:1][N:2]1[CH2:6][C:5]23[CH:11]([CH2:12][CH2:13][CH:4]2[CH2:3]1)[C:10]1[CH:14]=[CH:15][C:16]([O:18][S:28]([C:27]([F:40])([F:39])[F:26])(=[O:30])=[O:29])=[CH:17][C:9]=1[CH2:8][CH2:7]3. The yield is 0.850. (3) The reactants are C(NC(C)C)(C)C.C([Li])CCC.[CH2:13]([C@H:16]1[CH2:21][CH2:20][C@H:19]([C:22](Cl)=[O:23])[CH2:18][CH2:17]1)[CH2:14][CH3:15].[C:25]([O:28][CH2:29][CH3:30])(=[O:27])[CH3:26]. The catalyst is C1COCC1. The product is [CH2:29]([O:28][C:25](=[O:27])[CH2:26][C:22](=[O:23])[C@H:19]1[CH2:20][CH2:21][C@H:16]([CH2:13][CH2:14][CH3:15])[CH2:17][CH2:18]1)[CH3:30]. The yield is 0.900. (4) The reactants are [O:1]1[C:5]2[CH:6]=[CH:7][C:8]([CH:10]=[C:11]([C:17]([O:19][CH2:20][CH3:21])=[O:18])[C:12]([O:14][CH2:15][CH3:16])=[O:13])=[CH:9][C:4]=2[O:3][CH2:2]1.[CH2:22]([Mg]Cl)[C:23]1[CH:28]=[CH:27][CH:26]=[CH:25][CH:24]=1.[NH4+].[Cl-]. The catalyst is CCOCC.Cl[Cu]. The product is [O:1]1[C:5]2[CH:6]=[CH:7][C:8]([CH:10]([CH:11]([C:17]([O:19][CH2:20][CH3:21])=[O:18])[C:12]([O:14][CH2:15][CH3:16])=[O:13])[CH2:22][C:23]3[CH:28]=[CH:27][CH:26]=[CH:25][CH:24]=3)=[CH:9][C:4]=2[O:3][CH2:2]1. The yield is 0.980. (5) The reactants are C([N:8]1[CH2:13][CH2:12][CH:11]([NH:14][C@@H:15]([C:17]2[CH:22]=[CH:21][CH:20]=[CH:19][CH:18]=2)[CH3:16])[CH:10]([CH2:23][CH3:24])[CH2:9]1)C1C=CC=CC=1.C(Cl)(=O)OC(Cl)C. The catalyst is ClCCCl. The yield is 0.683. The product is [CH2:23]([CH:10]1[CH:11]([NH:14][C@@H:15]([C:17]2[CH:18]=[CH:19][CH:20]=[CH:21][CH:22]=2)[CH3:16])[CH2:12][CH2:13][NH:8][CH2:9]1)[CH3:24]. (6) The reactants are O=[C:2]1[CH2:6][N:5]([C:7]([O:9][C:10]([CH3:13])([CH3:12])[CH3:11])=[O:8])[C@H:4]([C:14](=[O:26])[NH:15][C@H:16]2[C:25]3[C:20](=[CH:21][CH:22]=[CH:23][CH:24]=3)[CH2:19][CH2:18][CH2:17]2)[CH2:3]1.[NH2:27][C:28]1[CH:37]=[C:36]2[C:31]([CH2:32][C@@H:33]([C:45](=[O:57])[NH:46][C@H:47]3[C:56]4[C:51](=[CH:52][CH:53]=[CH:54][CH:55]=4)[CH2:50][CH2:49][CH2:48]3)[N:34]([C:38]([O:40][C:41]([CH3:44])([CH3:43])[CH3:42])=[O:39])[CH2:35]2)=[CH:30][CH:29]=1.CC(O)=O.[BH-](OC(C)=O)(OC(C)=O)OC(C)=O.[Na+].Cl. The catalyst is ClCCCl.CCOC(C)=O. The product is [C:10]([O:9][C:7]([N:5]1[C@H:4]([C:14](=[O:26])[NH:15][C@H:16]2[C:25]3[C:20](=[CH:21][CH:22]=[CH:23][CH:24]=3)[CH2:19][CH2:18][CH2:17]2)[CH2:3][C@H:2]([NH:27][C:28]2[CH:37]=[C:36]3[C:31]([CH2:32][C@@H:33]([C:45](=[O:57])[NH:46][C@H:47]4[C:56]5[C:51](=[CH:52][CH:53]=[CH:54][CH:55]=5)[CH2:50][CH2:49][CH2:48]4)[N:34]([C:38]([O:40][C:41]([CH3:42])([CH3:43])[CH3:44])=[O:39])[CH2:35]3)=[CH:30][CH:29]=2)[CH2:6]1)=[O:8])([CH3:13])([CH3:11])[CH3:12]. The yield is 0.970. (7) The reactants are C(=O)([O-])[O-].[Cs+].[Cs+].C1(P(C2CCCCC2)C2C=CC=CC=2C2C(OC(C)C)=CC=CC=2OC(C)C)CCCCC1.[F:40][C:41]1[N:46]=[CH:45][N:44]=[C:43]([NH:47][CH2:48][CH2:49][N:50]([CH3:52])[CH3:51])[CH:42]=1.Cl[C:54]1[CH:63]=[CH:62][C:61]2[C:60]3[C:64]4[NH:71][CH2:70][C@@H:69]([CH3:72])[NH:68][C:67](=[O:73])[C:65]=4[S:66][C:59]=3[CH:58]=[CH:57][C:56]=2[N:55]=1. The catalyst is O1CCOCC1.C1C=CC(/C=C/C(/C=C/C2C=CC=CC=2)=O)=CC=1.C1C=CC(/C=C/C(/C=C/C2C=CC=CC=2)=O)=CC=1.C1C=CC(/C=C/C(/C=C/C2C=CC=CC=2)=O)=CC=1.[Pd].[Pd]. The product is [CH3:51][N:50]([CH3:52])[CH2:49][CH2:48][N:47]([C:43]1[CH:42]=[C:41]([F:40])[N:46]=[CH:45][N:44]=1)[C:54]1[CH:63]=[CH:62][C:61]2[C:60]3[C:64]4[NH:71][CH2:70][C@@H:69]([CH3:72])[NH:68][C:67](=[O:73])[C:65]=4[S:66][C:59]=3[CH:58]=[CH:57][C:56]=2[N:55]=1. The yield is 0.180. (8) The reactants are FC(F)(F)S(O[C:7]1[CH:8]=[C:9]2[C:14](=[CH:15][CH:16]=1)[S:13][C:12]([CH3:18])([CH3:17])[CH2:11][C:10]2=[O:19])(=O)=O.[CH3:22][Si:23]([C:26]#[CH:27])([CH3:25])[CH3:24]. The catalyst is CCN(CC)CC.CN(C=O)C.O.C1C=CC(P(C2C=CC=CC=2)C2C=CC=CC=2)=CC=1.C1C=CC(P(C2C=CC=CC=2)C2C=CC=CC=2)=CC=1.Cl[Pd]Cl. The product is [CH3:17][C:12]1([CH3:18])[CH2:11][C:10](=[O:19])[C:9]2[C:14](=[CH:15][CH:16]=[C:7]([C:27]#[C:26][Si:23]([CH3:25])([CH3:24])[CH3:22])[CH:8]=2)[S:13]1. The yield is 0.910. (9) The reactants are [Li][CH2:2][CH2:3][CH2:4][CH3:5].C([O:8][C:9](=[O:25])[CH:10]([C:15]1[CH:20]=[CH:19][C:18]([N+:21]([O-:23])=[O:22])=[C:17](F)[CH:16]=1)[CH2:11][CH:12]([CH3:14])[CH3:13])C.O.[CH:27]1([CH2:30][OH:31])[CH2:29][CH2:28]1. No catalyst specified. The product is [CH:4]1([CH2:5][O:8][C:9](=[O:25])[CH:10]([C:15]2[CH:20]=[CH:19][C:18]([N+:21]([O-:23])=[O:22])=[C:17]([O:31][CH2:30][CH:27]3[CH2:29][CH2:28]3)[CH:16]=2)[CH2:11][CH:12]([CH3:13])[CH3:14])[CH2:2][CH2:3]1. The yield is 0.930. (10) The reactants are N[C:2]1[CH:3]=[C:4]([CH:8]=[C:9]([N+:11]([O-:13])=[O:12])[CH:10]=1)[C:5]([OH:7])=[O:6].N([O-])=O.[Na+].[BrH:18]. The catalyst is O. The product is [Br:18][C:2]1[CH:3]=[C:4]([CH:8]=[C:9]([N+:11]([O-:13])=[O:12])[CH:10]=1)[C:5]([OH:7])=[O:6]. The yield is 0.880.